Dataset: Full USPTO retrosynthesis dataset with 1.9M reactions from patents (1976-2016). Task: Predict the reactants needed to synthesize the given product. Given the product [OH:16][C:17]1[CH:18]=[C:19]2[C:24]([CH:23]=[CH:45][N:46]=[C:20]2[C:21]#[N:22])=[CH:25][C:26]=1[C:27]1[N:28]=[N:29][C:30]([N:33]([CH3:44])[CH:34]2[CH2:39][C:38]([CH3:41])([CH3:40])[NH:37][C:36]([CH3:43])([CH3:42])[CH2:35]2)=[CH:31][CH:32]=1, predict the reactants needed to synthesize it. The reactants are: BrC1C=C2C(=CC=1OC)C=[N+]([O-])C=C2.C[O:16][C:17]1[CH:18]=[C:19]2[C:24](=[CH:25][C:26]=1[C:27]1[N:28]=[N:29][C:30]([N:33]([CH3:44])[CH:34]3[CH2:39][C:38]([CH3:41])([CH3:40])[NH:37][C:36]([CH3:43])([CH3:42])[CH2:35]3)=[CH:31][CH:32]=1)[C:23]([C:45]#[N:46])=[N:22][CH:21]=[CH:20]2.